This data is from Full USPTO retrosynthesis dataset with 1.9M reactions from patents (1976-2016). The task is: Predict the reactants needed to synthesize the given product. Given the product [Br:1][C:2]1[N:7]=[C:6]([N+:8]([O-:10])=[O:9])[C:5]([O:11][C:13]([CH3:20])([CH3:19])[C:14]([O:16][CH2:17][CH3:18])=[O:15])=[CH:4][CH:3]=1, predict the reactants needed to synthesize it. The reactants are: [Br:1][C:2]1[N:7]=[C:6]([N+:8]([O-:10])=[O:9])[C:5]([OH:11])=[CH:4][CH:3]=1.Br[C:13]([CH3:20])([CH3:19])[C:14]([O:16][CH2:17][CH3:18])=[O:15].C([O-])([O-])=O.[K+].[K+].O.